This data is from Buchwald-Hartwig C-N cross coupling reaction yields with 55,370 reactions. The task is: Predict the reaction yield, written as a fraction of the theoretical maximum amount of product (1.0 means a 100% yield; for example, 0.34 means a 34% yield). (1) The reactants are COc1ccc(Cl)cc1.Cc1ccc(N)cc1.O=S(=O)(O[Pd]1c2ccccc2-c2ccccc2N~1)C(F)(F)F.CC(C)c1cc(C(C)C)c(-c2ccccc2P(C(C)(C)C)C(C)(C)C)c(C(C)C)c1.CCN=P(N=P(N(C)C)(N(C)C)N(C)C)(N(C)C)N(C)C.CCOC(=O)c1cnoc1. No catalyst specified. The product is COc1ccc(Nc2ccc(C)cc2)cc1. The yield is 0.00359. (2) The yield is 0.718. No catalyst specified. The reactants are CCc1ccc(I)cc1.Cc1ccc(N)cc1.O=S(=O)(O[Pd]1c2ccccc2-c2ccccc2N~1)C(F)(F)F.COc1ccc(OC)c(P(C(C)(C)C)C(C)(C)C)c1-c1c(C(C)C)cc(C(C)C)cc1C(C)C.CN1CCCN2CCCN=C12.CCOC(=O)c1cc(OC)no1. The product is CCc1ccc(Nc2ccc(C)cc2)cc1. (3) The reactants are CCc1ccc(Br)cc1.Cc1ccc(N)cc1.O=S(=O)(O[Pd]1c2ccccc2-c2ccccc2N~1)C(F)(F)F.CC(C)c1cc(C(C)C)c(-c2ccccc2P(C(C)(C)C)C(C)(C)C)c(C(C)C)c1.CCN=P(N=P(N(C)C)(N(C)C)N(C)C)(N(C)C)N(C)C.Cc1cc(C)on1. No catalyst specified. The product is CCc1ccc(Nc2ccc(C)cc2)cc1. The yield is 0.726. (4) The reactants are FC(F)(F)c1ccc(Cl)cc1.Cc1ccc(N)cc1.O=S(=O)(O[Pd]1c2ccccc2-c2ccccc2N~1)C(F)(F)F.COc1ccc(OC)c(P(C(C)(C)C)C(C)(C)C)c1-c1c(C(C)C)cc(C(C)C)cc1C(C)C.CCN=P(N=P(N(C)C)(N(C)C)N(C)C)(N(C)C)N(C)C.c1ccc2oncc2c1. No catalyst specified. The product is Cc1ccc(Nc2ccc(C(F)(F)F)cc2)cc1. The yield is 0.163. (5) The reactants are CCc1ccc(I)cc1.Cc1ccc(N)cc1.O=S(=O)(O[Pd]1c2ccccc2-c2ccccc2N~1)C(F)(F)F.CC(C)c1cc(C(C)C)c(-c2ccccc2P(C(C)(C)C)C(C)(C)C)c(C(C)C)c1.CN1CCCN2CCCN=C12.COC(=O)c1cc(-c2ccco2)on1. No catalyst specified. The product is CCc1ccc(Nc2ccc(C)cc2)cc1. The yield is 0.654. (6) The reactants are COc1ccc(Cl)cc1.Cc1ccc(N)cc1.O=S(=O)(O[Pd]1c2ccccc2-c2ccccc2N~1)C(F)(F)F.COc1ccc(OC)c(P(C(C)(C)C)C(C)(C)C)c1-c1c(C(C)C)cc(C(C)C)cc1C(C)C.CN1CCCN2CCCN=C12.c1ccc(-c2ccno2)cc1. No catalyst specified. The product is COc1ccc(Nc2ccc(C)cc2)cc1. The yield is 0.0110. (7) The reactants are Clc1ccccn1.Cc1ccc(N)cc1.O=S(=O)(O[Pd]1c2ccccc2-c2ccccc2N~1)C(F)(F)F.CC(C)c1cc(C(C)C)c(-c2ccccc2P(C2CCCCC2)C2CCCCC2)c(C(C)C)c1.CN1CCCN2CCCN=C12.c1ccc2oncc2c1. No catalyst specified. The product is Cc1ccc(Nc2ccccn2)cc1. The yield is 0.166. (8) The reactants are COc1ccc(I)cc1.Cc1ccc(N)cc1.O=S(=O)(O[Pd]1c2ccccc2-c2ccccc2N~1)C(F)(F)F.COc1ccc(OC)c(P(C(C)(C)C)C(C)(C)C)c1-c1c(C(C)C)cc(C(C)C)cc1C(C)C.CN1CCCN2CCCN=C12.Cc1ccon1. No catalyst specified. The product is COc1ccc(Nc2ccc(C)cc2)cc1. The yield is 0.436. (9) No catalyst specified. The product is Cc1ccc(Nc2ccc(C(F)(F)F)cc2)cc1. The reactants are FC(F)(F)c1ccc(Br)cc1.Cc1ccc(N)cc1.O=S(=O)(O[Pd]1c2ccccc2-c2ccccc2N~1)C(F)(F)F.COc1ccc(OC)c(P([C@]23C[C@H]4C[C@H](C[C@H](C4)C2)C3)[C@]23C[C@H]4C[C@H](C[C@H](C4)C2)C3)c1-c1c(C(C)C)cc(C(C)C)cc1C(C)C.CCN=P(N=P(N(C)C)(N(C)C)N(C)C)(N(C)C)N(C)C.Cc1cc(C)on1. The yield is 0.0903.